From a dataset of Forward reaction prediction with 1.9M reactions from USPTO patents (1976-2016). Predict the product of the given reaction. (1) Given the reactants C[O:2][C:3]([C:5]1[CH:6]=[C:7]([C:12]2[CH:17]=[CH:16][C:15]([CH3:18])=[CH:14][CH:13]=2)[CH:8]=[C:9]([I:11])[CH:10]=1)=[O:4].[OH-].[Na+].Cl, predict the reaction product. The product is: [I:11][C:9]1[CH:10]=[C:5]([C:3]([OH:4])=[O:2])[CH:6]=[C:7]([C:12]2[CH:13]=[CH:14][C:15]([CH3:18])=[CH:16][CH:17]=2)[CH:8]=1. (2) Given the reactants [CH:1]1([CH2:7][N:8]2[C:12]3[CH:13]=[CH:14][CH:15]=[CH:16][C:11]=3[N:10]=[C:9]2[C:17]2[CH:22]=[CH:21][CH:20]=[CH:19][C:18]=2CCC2C=CC(OCC(O)=O)=CC=2)[CH2:6][CH2:5][CH2:4][CH2:3][CH2:2]1.[C:36]([C:38]1[CH:45]=[CH:44][C:41]([C:42]#[N:43])=[CH:40][CH:39]=1)#[CH:37], predict the reaction product. The product is: [CH:1]1([CH2:7][N:8]2[C:12]3[CH:13]=[CH:14][CH:15]=[CH:16][C:11]=3[N:10]=[C:9]2[C:17]2[CH:22]=[CH:21][CH:20]=[CH:19][C:18]=2[C:37]#[C:36][C:38]2[CH:45]=[CH:44][C:41]([C:42]#[N:43])=[CH:40][CH:39]=2)[CH2:2][CH2:3][CH2:4][CH2:5][CH2:6]1. (3) Given the reactants [CH2:1]([N:8]1[C:13](=[O:14])[CH:12]=[C:11]2[S:15][C:16]([C:18]([OH:20])=[O:19])=[CH:17][N:10]2[C:9]1=[O:21])[C:2]1[CH:7]=[CH:6][CH:5]=[CH:4][CH:3]=1.[N:22]1[CH:27]=[CH:26][C:25]([CH2:28]O)=[CH:24][CH:23]=1.C1(N=C=NC2CCCCC2)CCCCC1.[ClH:45].CCOCC, predict the reaction product. The product is: [ClH:45].[N:22]1[CH:27]=[CH:26][C:25]([CH2:28][O:19][C:18]([C:16]2[S:15][C:11]3[N:10]([C:9](=[O:21])[N:8]([CH2:1][C:2]4[CH:7]=[CH:6][CH:5]=[CH:4][CH:3]=4)[C:13](=[O:14])[CH:12]=3)[CH:17]=2)=[O:20])=[CH:24][CH:23]=1.